This data is from Full USPTO retrosynthesis dataset with 1.9M reactions from patents (1976-2016). The task is: Predict the reactants needed to synthesize the given product. (1) Given the product [CH3:29][S:30][CH2:31][CH2:32][O:1][C:2]1[CH:3]=[C:4]([CH:7]=[CH:8][CH:9]=1)[CH:5]=[O:6], predict the reactants needed to synthesize it. The reactants are: [OH:1][C:2]1[CH:3]=[C:4]([CH:7]=[CH:8][CH:9]=1)[CH:5]=[O:6].C1(P(C2C=CC=CC=2)C2C=CC=CC=2)C=CC=CC=1.[CH3:29][S:30][CH2:31][CH2:32]O.N(C(OCC)=O)=NC(OCC)=O. (2) Given the product [Cl:1][C:2]1[CH:7]=[CH:6][C:5]([C:8]2[N:13]=[C:12]([C:14]([NH:36][C:37]3([C:47]([OH:49])=[O:48])[CH:44]4[CH2:43][CH:42]5[CH2:41][CH:40]([CH2:39][CH:38]3[CH2:46]5)[CH2:45]4)=[O:15])[CH:11]=[CH:10][C:9]=2[C:19]2[C:20]([O:27][CH3:28])=[CH:21][CH:22]=[CH:23][C:24]=2[O:25][CH3:26])=[CH:4][C:3]=1[O:29][CH2:30][CH2:31][N:32]([CH3:35])[CH3:33], predict the reactants needed to synthesize it. The reactants are: [Cl:1][C:2]1[CH:7]=[CH:6][C:5]([C:8]2[N:13]=[C:12]([C:14](OCC)=[O:15])[CH:11]=[CH:10][C:9]=2[C:19]2[C:24]([O:25][CH3:26])=[CH:23][CH:22]=[CH:21][C:20]=2[O:27][CH3:28])=[CH:4][C:3]=1[O:29][CH:30]1C[CH2:33][N:32]([CH3:35])[CH2:31]1.[NH2:36][C:37]1([C:47]([OH:49])=[O:48])[CH:44]2[CH2:45][CH:40]3[CH2:41][CH:42]([CH2:46][CH:38]1[CH2:39]3)[CH2:43]2. (3) Given the product [Br:1][C:2]1[CH:7]=[C:6]([CH2:8][CH2:9][OH:10])[CH:5]=[C:4]([Br:11])[C:3]=1[O:12][C:23]1[N:22]=[N:21][C:20]([Cl:19])=[C:25]([CH:26]([CH3:28])[CH3:27])[CH:24]=1, predict the reactants needed to synthesize it. The reactants are: [Br:1][C:2]1[CH:7]=[C:6]([CH2:8][CH2:9][OH:10])[CH:5]=[C:4]([Br:11])[C:3]=1[OH:12].CC(C)([O-])C.[K+].[Cl:19][C:20]1[N:21]=[N:22][C:23](Cl)=[CH:24][C:25]=1[CH:26]([CH3:28])[CH3:27]. (4) Given the product [ClH:47].[CH:1]([N:4]([CH2:13][C:14]1[CH:19]=[CH:18][CH:17]=[C:16]([C:20]2[N:24]=[C:23]([C:25]3[CH:30]=[CH:29][C:28]([C:31]4[CH:36]=[CH:35][CH:34]=[CH:33][C:32]=4[CH3:37])=[C:27]([CH2:38][O:39][CH3:40])[CH:26]=3)[O:22][N:21]=2)[CH:15]=1)[CH2:5][C:6]([OH:8])=[O:7])([CH3:3])[CH3:2], predict the reactants needed to synthesize it. The reactants are: [CH:1]([N:4]([CH2:13][C:14]1[CH:19]=[CH:18][CH:17]=[C:16]([C:20]2[N:24]=[C:23]([C:25]3[CH:30]=[CH:29][C:28]([C:31]4[CH:36]=[CH:35][CH:34]=[CH:33][C:32]=4[CH3:37])=[C:27]([CH2:38][O:39][CH3:40])[CH:26]=3)[O:22][N:21]=2)[CH:15]=1)[CH2:5][C:6]([O:8]C(C)(C)C)=[O:7])([CH3:3])[CH3:2].O1CCOCC1.[ClH:47]. (5) Given the product [C:16]([O:15][C:13](=[O:14])[C@@H:12]([NH2:11])[CH2:20][NH:21][C:22](=[O:35])[C:23]1[CH:24]=[CH:25][C:26]([CH2:29][CH2:30][C:31]([O:33][CH3:34])=[O:32])=[CH:27][CH:28]=1)([CH3:19])([CH3:17])[CH3:18], predict the reactants needed to synthesize it. The reactants are: C(OC([NH:11][C@@H:12]([CH2:20][NH:21][C:22](=[O:35])[C:23]1[CH:28]=[CH:27][C:26]([CH2:29][CH2:30][C:31]([O:33][CH3:34])=[O:32])=[CH:25][CH:24]=1)[C:13]([O:15][C:16]([CH3:19])([CH3:18])[CH3:17])=[O:14])=O)C1C=CC=CC=1.C(O)(=O)C.[H][H]. (6) Given the product [CH:7](=[C:3]([C:2](=[O:1])[CH3:6])[C:4]#[N:5])[C:8]1[CH:13]=[CH:12][CH:11]=[CH:10][CH:9]=1, predict the reactants needed to synthesize it. The reactants are: [O:1]=[C:2]([CH3:6])[CH2:3][C:4]#[N:5].[CH:7](=O)[C:8]1[CH:13]=[CH:12][CH:11]=[CH:10][CH:9]=1.N1CCCCC1.C(O)(=O)C. (7) Given the product [O:14]=[C:7]1[CH2:6][C:5]2([C:15]([O:17][CH3:18])=[O:16])[CH2:19][CH2:22][C:8]1([C:10]([O:12][CH3:13])=[O:11])[CH2:9][C:4]2=[O:3], predict the reactants needed to synthesize it. The reactants are: [H-].[Na+].[O:3]=[C:4]1[CH2:9][CH:8]([C:10]([O:12][CH3:13])=[O:11])[C:7](=[O:14])[CH2:6][CH:5]1[C:15]([O:17][CH3:18])=[O:16].[CH2:19]([CH2:22]OC)OC.